From a dataset of Catalyst prediction with 721,799 reactions and 888 catalyst types from USPTO. Predict which catalyst facilitates the given reaction. (1) Reactant: [CH:1]([C:3]1[CH:4]=[C:5]([C:13]([O:15][CH3:16])=[O:14])[C:6]2[C:11]([CH:12]=1)=[CH:10][CH:9]=[CH:8][CH:7]=2)=[CH2:2].C1C=CC(P(C2C=CC=CC=2)CCCCP(C2C=CC=CC=2)C2C=CC=CC=2)=CC=1.CC1(C)C(C)(C)OB[O:49]1.B(O[O-])=O.[Na+]. Product: [OH:49][CH2:2][CH2:1][C:3]1[CH:4]=[C:5]([C:13]([O:15][CH3:16])=[O:14])[C:6]2[C:11]([CH:12]=1)=[CH:10][CH:9]=[CH:8][CH:7]=2. The catalyst class is: 1. (2) Reactant: COC1C=CC(P2(SP(C3C=CC(OC)=CC=3)(=S)S2)=[S:10])=CC=1.[Cl:23][C:24]1[CH:29]=[CH:28][C:27]([N:30]2[C:43](=[O:44])[C:35]3([CH2:37][CH:36]3[C:38]([O:40][CH2:41][CH3:42])=[O:39])[C:34](=O)[NH:33][C:32]3[CH:46]=[CH:47][CH:48]=[CH:49][C:31]2=3)=[CH:26][CH:25]=1. Product: [Cl:23][C:24]1[CH:29]=[CH:28][C:27]([N:30]2[C:43](=[O:44])[C:35]3([CH2:37][CH:36]3[C:38]([O:40][CH2:41][CH3:42])=[O:39])[C:34](=[S:10])[NH:33][C:32]3[CH:46]=[CH:47][CH:48]=[CH:49][C:31]2=3)=[CH:26][CH:25]=1. The catalyst class is: 1.